This data is from Catalyst prediction with 721,799 reactions and 888 catalyst types from USPTO. The task is: Predict which catalyst facilitates the given reaction. (1) Reactant: [C:11](O[C:11](=[O:19])[CH2:12][CH2:13][CH2:14][CH2:15][CH2:16][CH2:17][CH3:18])(=[O:19])[CH2:12][CH2:13][CH2:14][CH2:15][CH2:16][CH2:17][CH3:18].[C:20]1([C@H:26]([NH2:28])[CH3:27])[CH:25]=[CH:24][CH:23]=[CH:22][CH:21]=1.C(N(CC)CC)C. Product: [C:11]([NH:28][C@@H:26]([C:20]1[CH:25]=[CH:24][CH:23]=[CH:22][CH:21]=1)[CH3:27])(=[O:19])[CH2:12][CH2:13][CH2:14][CH2:15][CH2:16][CH2:17][CH3:18]. The catalyst class is: 11. (2) Reactant: [C:1]1([C:7]2[C:11]([C:12]([F:15])([F:14])[F:13])=[C:10]([C:16](F)=[O:17])[O:9][N:8]=2)[CH:6]=[CH:5][CH:4]=[CH:3][CH:2]=1.CCN(C(C)C)C(C)C.[CH2:28]([O:30][C:31]([C@H:33]1[CH2:38][CH2:37][CH2:36][N:35]([CH2:39][C@@H:40]([OH:51])[C:41]2[CH:46]=[CH:45][C:44](/[C:47](=[N:49]/O)/[NH2:48])=[CH:43][CH:42]=2)[CH2:34]1)=[O:32])[CH3:29].CCCC[N+](CCCC)(CCCC)CCCC.[F-].C1COCC1. Product: [OH:51][C@@H:40]([C:41]1[CH:46]=[CH:45][C:44]([C:47]2[N:49]=[C:16]([C:10]3[O:9][N:8]=[C:7]([C:1]4[CH:6]=[CH:5][CH:4]=[CH:3][CH:2]=4)[C:11]=3[C:12]([F:15])([F:14])[F:13])[O:17][N:48]=2)=[CH:43][CH:42]=1)[CH2:39][N:35]1[CH2:36][CH2:37][CH2:38][C@H:33]([C:31]([O:30][CH2:28][CH3:29])=[O:32])[CH2:34]1. The catalyst class is: 10.